Dataset: Forward reaction prediction with 1.9M reactions from USPTO patents (1976-2016). Task: Predict the product of the given reaction. (1) Given the reactants [CH3:1][O:2][C:3]1[CH:8]=[CH:7][C:6]([CH2:9][NH:10][CH3:11])=[CH:5][CH:4]=1.Cl[S:13]([C:16]1[CH:25]=[CH:24][C:19]([C:20]([O:22]C)=[O:21])=[CH:18][CH:17]=1)(=[O:15])=[O:14], predict the reaction product. The product is: [CH3:1][O:2][C:3]1[CH:8]=[CH:7][C:6]([CH2:9][N:10]([CH3:11])[S:13]([C:16]2[CH:17]=[CH:18][C:19]([C:20]([OH:22])=[O:21])=[CH:24][CH:25]=2)(=[O:15])=[O:14])=[CH:5][CH:4]=1. (2) Given the reactants [C:1]([CH2:4][O:5][C:6]1[CH:22]=[C:21]([C:23]#[N:24])[CH:20]=[CH:19][C:7]=1[O:8][C:9]1[CH:10]=[CH:11][C:12]2[B:16]([OH:17])[O:15][CH2:14][C:13]=2[CH:18]=1)(O)=[O:2].CCN=C=NCCCN(C)C.C1C=CC2N(O)N=NC=2C=1.[CH2:46]([NH:48][CH2:49][CH3:50])[CH3:47], predict the reaction product. The product is: [C:23]([C:21]1[CH:20]=[CH:19][C:7]([O:8][C:9]2[CH:10]=[CH:11][C:12]3[B:16]([OH:17])[O:15][CH2:14][C:13]=3[CH:18]=2)=[C:6]([CH:22]=1)[O:5][CH2:4][C:1]([N:48]([CH2:49][CH3:50])[CH2:46][CH3:47])=[O:2])#[N:24].